Dataset: Reaction yield outcomes from USPTO patents with 853,638 reactions. Task: Predict the reaction yield, written as a fraction of the theoretical maximum amount of product (1.0 means a 100% yield; for example, 0.34 means a 34% yield). (1) The reactants are [C:1]([C:4]1[CH:5]=[CH:6][C:7]([Cl:17])=[C:8]([NH:10]C2C=CC=CC=2)[CH:9]=1)(=[O:3])[CH3:2].[CH3:18][S:19](Cl)(=[O:21])=[O:20]. The catalyst is C(Cl)Cl.N1C=CC=CC=1. The product is [C:1]([C:4]1[CH:5]=[CH:6][C:7]([Cl:17])=[C:8]([NH:10][S:19]([CH3:18])(=[O:21])=[O:20])[CH:9]=1)(=[O:3])[CH3:2]. The yield is 0.570. (2) The reactants are [Cl:1][C:2]1[N:7]=[C:6]([NH:8][NH:9][C:10](=[O:30])[C@H:11]([CH2:24][CH:25]2[CH2:29][CH2:28][CH2:27][CH2:26]2)[CH2:12][N:13]([O:16]CC2C=CC=CC=2)[CH:14]=[O:15])[C:5]([F:31])=[C:4]([N:32]2[CH2:37][C@@H:36]3[CH2:38][C@H:33]2[CH2:34][N:35]3[CH3:39])[N:3]=1. The product is [Cl:1][C:2]1[N:7]=[C:6]([NH:8][NH:9][C:10](=[O:30])[C@H:11]([CH2:24][CH:25]2[CH2:26][CH2:27][CH2:28][CH2:29]2)[CH2:12][N:13]([OH:16])[CH:14]=[O:15])[C:5]([F:31])=[C:4]([N:32]2[CH2:37][C@@H:36]3[CH2:38][C@H:33]2[CH2:34][N:35]3[CH3:39])[N:3]=1. The catalyst is CO. The yield is 0.570.